This data is from Forward reaction prediction with 1.9M reactions from USPTO patents (1976-2016). The task is: Predict the product of the given reaction. (1) Given the reactants [C:1]([OH:12])(=O)[C:2]1[CH:10]=[CH:9][C:8]2[O:7][CH2:6][O:5][C:4]=2[CH:3]=1.C(Cl)CCl.C1C=CC2N(O)N=NC=2C=1.[NH2:27][CH:28]([CH2:42][C:43]1[CH:48]=[C:47]([F:49])[CH:46]=[C:45]([F:50])[CH:44]=1)[CH:29]([OH:41])[CH2:30][NH:31][CH2:32][C:33]1[CH:38]=[CH:37][CH:36]=[C:35]([CH2:39][CH3:40])[CH:34]=1, predict the reaction product. The product is: [F:49][C:47]1[CH:48]=[C:43]([CH:44]=[C:45]([F:50])[CH:46]=1)[CH2:42][C@H:28]([NH:27][C:1]([C:2]1[CH:10]=[CH:9][C:8]2[O:7][CH2:6][O:5][C:4]=2[CH:3]=1)=[O:12])[C@H:29]([OH:41])[CH2:30][NH:31][CH2:32][C:33]1[CH:38]=[CH:37][CH:36]=[C:35]([CH2:39][CH3:40])[CH:34]=1. (2) Given the reactants [Br:1][C:2]1[CH:10]=[C:9]([CH:11]=[O:12])[CH:8]=[C:7]2[C:3]=1[CH:4]=[N:5][NH:6]2.[CH3:13][Si:14]([CH2:17][CH2:18][O:19][CH2:20]Cl)([CH3:16])[CH3:15], predict the reaction product. The product is: [Br:1][C:2]1[CH:10]=[C:9]([CH:11]=[O:12])[CH:8]=[C:7]2[C:3]=1[CH:4]=[N:5][N:6]2[CH2:20][O:19][CH2:18][CH2:17][Si:14]([CH3:16])([CH3:15])[CH3:13].